From a dataset of Catalyst prediction with 721,799 reactions and 888 catalyst types from USPTO. Predict which catalyst facilitates the given reaction. (1) Reactant: [CH2:1]([O:3][P:4]([CH2:9][CH2:10][NH:11][CH2:12][C:13]([CH3:36])=[CH:14][CH2:15][C:16]1[C:17]([O:29][CH2:30][CH2:31][Si:32]([CH3:35])([CH3:34])[CH3:33])=[C:18]2[C:22](=[C:23]([CH3:27])[C:24]=1[O:25][CH3:26])[CH2:21][O:20][C:19]2=[O:28])(=[O:8])[O:5][CH2:6][CH3:7])[CH3:2].[CH:37](=O)[C:38]1[CH:43]=[CH:42][CH:41]=[CH:40][CH:39]=1.C(O[BH-](OC(=O)C)OC(=O)C)(=O)C.[Na+].C(O)(=O)C. Product: [CH2:1]([O:3][P:4]([CH2:9][CH2:10][N:11]([CH2:37][C:38]1[CH:43]=[CH:42][CH:41]=[CH:40][CH:39]=1)[CH2:12][C:13]([CH3:36])=[CH:14][CH2:15][C:16]1[C:17]([O:29][CH2:30][CH2:31][Si:32]([CH3:33])([CH3:34])[CH3:35])=[C:18]2[C:22](=[C:23]([CH3:27])[C:24]=1[O:25][CH3:26])[CH2:21][O:20][C:19]2=[O:28])(=[O:8])[O:5][CH2:6][CH3:7])[CH3:2]. The catalyst class is: 3. (2) Reactant: [C:1]([O:5][C:6](=[O:15])[NH:7][CH:8]1[CH2:13][CH2:12][C:11](=O)[CH2:10][CH2:9]1)([CH3:4])([CH3:3])[CH3:2].[BH-](OC(C)=O)(OC(C)=O)OC(C)=O.[Na+].CC(O)=O.[CH:34]([O:37][C:38]1[CH:43]=[CH:42][CH:41]=[CH:40][C:39]=1[CH:44]1[CH2:49][CH2:48][NH:47][CH2:46][CH2:45]1)([CH3:36])[CH3:35]. Product: [C:1]([O:5][C:6](=[O:15])[NH:7][CH:8]1[CH2:13][CH2:12][CH:11]([N:47]2[CH2:48][CH2:49][CH:44]([C:39]3[CH:40]=[CH:41][CH:42]=[CH:43][C:38]=3[O:37][CH:34]([CH3:36])[CH3:35])[CH2:45][CH2:46]2)[CH2:10][CH2:9]1)([CH3:4])([CH3:3])[CH3:2]. The catalyst class is: 2. (3) Reactant: [C:1]([O:4][C:5]1[CH:13]=[CH:12][C:8]([C:9]([OH:11])=O)=[CH:7][CH:6]=1)(=[O:3])[CH3:2].ClCCl.C([O-])(O)=O.[Na+].Cl.[CH2:23]([O:30][NH2:31])[C:24]1[CH:29]=[CH:28][CH:27]=[CH:26][CH:25]=1. Product: [C:1]([O:4][C:5]1[CH:6]=[CH:7][C:8]([C:9]([NH:31][O:30][CH2:23][C:24]2[CH:29]=[CH:28][CH:27]=[CH:26][CH:25]=2)=[O:11])=[CH:12][CH:13]=1)(=[O:3])[CH3:2]. The catalyst class is: 348.